From a dataset of Catalyst prediction with 721,799 reactions and 888 catalyst types from USPTO. Predict which catalyst facilitates the given reaction. (1) Reactant: C([O:8][C:9]1[CH:18]=[CH:17][CH:16]=[C:15]2[C:10]=1[CH2:11][CH2:12][CH2:13][CH:14]2[C:19]([N:21]([C:34]1[CH:39]=[CH:38][C:37]([CH:40]([CH3:42])[CH3:41])=[CH:36][CH:35]=1)[CH2:22][C:23]1[CH:24]=[N:25][N:26]([C:28]2[CH:33]=[CH:32][CH:31]=[CH:30][CH:29]=2)[CH:27]=1)=[O:20])C1C=CC=CC=1.C([O-])=O.[NH4+]. Product: [OH:8][C:9]1[CH:18]=[CH:17][CH:16]=[C:15]2[C:10]=1[CH2:11][CH2:12][CH2:13][CH:14]2[C:19]([N:21]([C:34]1[CH:39]=[CH:38][C:37]([CH:40]([CH3:42])[CH3:41])=[CH:36][CH:35]=1)[CH2:22][C:23]1[CH:24]=[N:25][N:26]([C:28]2[CH:29]=[CH:30][CH:31]=[CH:32][CH:33]=2)[CH:27]=1)=[O:20]. The catalyst class is: 129. (2) Reactant: [CH2:1]([N:8]1[CH2:16][CH:15]2[CH:10]([CH:11]([C:24]3[CH:29]=[CH:28][C:27]([F:30])=[CH:26][CH:25]=3)[N:12](C(OC(C)(C)C)=O)[CH2:13][CH2:14]2)[CH2:9]1)[C:2]1[CH:7]=[CH:6][CH:5]=[CH:4][CH:3]=1.[ClH:31]. Product: [CH2:1]([N:8]1[CH2:16][CH:15]2[CH:10]([CH:11]([C:24]3[CH:25]=[CH:26][C:27]([F:30])=[CH:28][CH:29]=3)[NH:12][CH2:13][CH2:14]2)[CH2:9]1)[C:2]1[CH:3]=[CH:4][CH:5]=[CH:6][CH:7]=1.[ClH:31]. The catalyst class is: 12. (3) Reactant: C([Li])CCC.C(NC(C)C)(C)C.[O:13]1[CH:17]=[CH:16][CH:15]=[C:14]1[CH:18]1[O:22][CH2:21][CH2:20][O:19]1.[F:23][C:24]1[CH:31]=[CH:30][C:27]([CH:28]=[O:29])=[CH:26][CH:25]=1. Product: [O:19]1[CH2:20][CH2:21][O:22][CH:18]1[C:14]1[O:13][C:17]([CH:28]([C:27]2[CH:30]=[CH:31][C:24]([F:23])=[CH:25][CH:26]=2)[OH:29])=[CH:16][CH:15]=1. The catalyst class is: 7. (4) Reactant: [NH2:1][C:2]1[N:7]=[C:6]([N:8]2[C:17]3[C:12](=[CH:13][C:14]([F:20])=[C:15](F)[C:16]=3[Cl:18])[C:11](=[O:21])[C:10]([C:22]([OH:24])=[O:23])=[CH:9]2)[C:5]([F:25])=[CH:4][C:3]=1[F:26].C([N:29]([CH2:32][CH3:33])[CH2:30]C)C.NN. Product: [NH2:8][CH2:17][C:16](=[C:33]1[CH2:30][N:29]([C:15]2[C:16]([Cl:18])=[C:17]3[C:12]([C:11](=[O:21])[C:10]([C:22]([OH:24])=[O:23])=[CH:9][N:8]3[C:6]3[C:5]([F:25])=[CH:4][C:3]([F:26])=[C:2]([NH2:1])[N:7]=3)=[CH:13][C:14]=2[F:20])[CH2:32]1)[Cl:18]. The catalyst class is: 10. (5) Reactant: BrC[C:3]1([CH3:17])[C:12]([N+:13]([O-:15])=[O:14])=[CH:11][C:10]([F:16])=[CH:9][CH:4]1[C:5]([O:7]C)=[O:6]. Product: [F:16][C:10]1[CH:9]=[C:4]2[C:3]([CH2:17][O:7][C:5]2=[O:6])=[C:12]([N+:13]([O-:15])=[O:14])[CH:11]=1. The catalyst class is: 38. (6) Reactant: [Cl:1][C:2]1[CH:7]=[CH:6][C:5]([CH:8]([OH:20])[C:9]2[CH:14]=[CH:13][C:12]([O:15][CH2:16][CH2:17][CH2:18][CH3:19])=[CH:11][CH:10]=2)=[CH:4][C:3]=1[S:21]([NH2:24])(=[O:23])=[O:22].CC(C)=O.OS(O)(=O)=O.O=[Cr](=O)=O. Product: [Cl:1][C:2]1[CH:7]=[CH:6][C:5]([C:8](=[O:20])[C:9]2[CH:10]=[CH:11][C:12]([O:15][CH2:16][CH2:17][CH2:18][CH3:19])=[CH:13][CH:14]=2)=[CH:4][C:3]=1[S:21]([NH2:24])(=[O:23])=[O:22]. The catalyst class is: 95. (7) Reactant: [Cl:1][C:2]1[C:3]([CH3:26])=[N:4][C:5]2[N:6]([N:9]=[C:10]3[CH2:14][N:13]([C:15]([C:17]4[CH:22]=[CH:21][CH:20]=[CH:19][C:18]=4[C:23](=[O:25])[CH3:24])=[O:16])[CH2:12][C:11]=23)[C:7]=1[CH3:8].[BH4-].[Na+]. Product: [Cl:1][C:2]1[C:3]([CH3:26])=[N:4][C:5]2[N:6]([N:9]=[C:10]3[CH2:14][N:13]([C:15]([C:17]4[CH:22]=[CH:21][CH:20]=[CH:19][C:18]=4[CH:23]([OH:25])[CH3:24])=[O:16])[CH2:12][C:11]=23)[C:7]=1[CH3:8]. The catalyst class is: 87. (8) Reactant: [NH:1]1[CH:5]=[CH:4][N:3]=[C:2]1[C@@H:6]([NH:14]C(=O)OC(C)(C)C)[CH2:7][C:8]1[CH:13]=[CH:12][CH:11]=[CH:10][CH:9]=1.Cl. Product: [NH:1]1[CH:5]=[CH:4][N:3]=[C:2]1[C@@H:6]([NH2:14])[CH2:7][C:8]1[CH:9]=[CH:10][CH:11]=[CH:12][CH:13]=1. The catalyst class is: 2. (9) Reactant: C(N(CC)CC)C.[Cl:8][C:9]1[CH:14]=[CH:13][CH:12]=[C:11]([F:15])[C:10]=1[C:16]1[C:20]([C:21](Cl)=[O:22])=[C:19]([CH3:24])[O:18][N:17]=1.[CH3:25][O:26][C:27]([N:29]1[CH2:34][CH2:33][CH2:32][CH:31]([NH2:35])[CH2:30]1)=[O:28]. Product: [CH3:25][O:26][C:27]([N:29]1[CH2:34][CH2:33][CH2:32][CH:31]([NH:35][C:21]([C:20]2[C:16]([C:10]3[C:11]([F:15])=[CH:12][CH:13]=[CH:14][C:9]=3[Cl:8])=[N:17][O:18][C:19]=2[CH3:24])=[O:22])[CH2:30]1)=[O:28]. The catalyst class is: 119. (10) Reactant: [CH3:1][C:2]1[CH:23]=[C:22]([C:24](=[O:27])[CH2:25][CH3:26])[CH:21]=[CH:20][C:3]=1[O:4][CH2:5][C:6]1[C:11]([CH3:12])=[CH:10][CH:9]=[CH:8][C:7]=1[N:13]1[C:17](=[O:18])[N:16]([CH3:19])[N:15]=[N:14]1.[C:28]([O:35][CH2:36][CH3:37])(=[O:34])[C:29]([O:31]CC)=O.CC(C)([O-])C.[K+].Cl. Product: [CH2:36]([O:35][C:28](=[O:34])[C:29](=[O:31])[CH:25]([CH3:26])[C:24]([C:22]1[CH:21]=[CH:20][C:3]([O:4][CH2:5][C:6]2[C:7]([N:13]3[C:17](=[O:18])[N:16]([CH3:19])[N:15]=[N:14]3)=[CH:8][CH:9]=[CH:10][C:11]=2[CH3:12])=[C:2]([CH3:1])[CH:23]=1)=[O:27])[CH3:37]. The catalyst class is: 145.